Dataset: Forward reaction prediction with 1.9M reactions from USPTO patents (1976-2016). Task: Predict the product of the given reaction. (1) Given the reactants [CH3:1][S:2]([O:5][C:6]1[C:14]([O:15][CH3:16])=[CH:13][C:12]([C:17]2[N:18]([C:28]([O:30][C:31]([CH3:34])([CH3:33])[CH3:32])=[O:29])[C:19]3[C:24]([CH:25]=2)=[CH:23][C:22]([CH:26]=O)=[CH:21][CH:20]=3)=[C:11]2[C:7]=1[CH2:8][NH:9][C:10]2=[O:35])(=[O:4])=[O:3].[CH:36]1([NH2:39])[CH2:38][CH2:37]1.C(O)(=O)C.C(O[BH-](OC(=O)C)OC(=O)C)(=O)C.[Na+], predict the reaction product. The product is: [CH3:1][S:2]([O:5][C:6]1[C:14]([O:15][CH3:16])=[CH:13][C:12]([C:17]2[N:18]([C:28]([O:30][C:31]([CH3:32])([CH3:33])[CH3:34])=[O:29])[C:19]3[C:24]([CH:25]=2)=[CH:23][C:22]([CH2:26][NH:39][CH:36]2[CH2:38][CH2:37]2)=[CH:21][CH:20]=3)=[C:11]2[C:7]=1[CH2:8][NH:9][C:10]2=[O:35])(=[O:3])=[O:4]. (2) Given the reactants S(Cl)(Cl)=O.[NH2:5][C:6]1[S:7][CH:8]=[C:9]([CH2:11][C:12]([OH:14])=[O:13])[N:10]=1.[CH2:15](O)[CH3:16], predict the reaction product. The product is: [NH2:5][C:6]1[S:7][CH:8]=[C:9]([CH2:11][C:12]([O:14][CH2:15][CH3:16])=[O:13])[N:10]=1. (3) The product is: [CH3:53][O:54][CH2:55][C@H:56]([CH3:59])[CH2:57][O:58][CH2:2][C:3]1[CH:8]=[CH:7][C:6]([C@H:9]2[C@H:14]([O:15][Si:16]([CH:23]([CH3:25])[CH3:24])([CH:20]([CH3:22])[CH3:21])[CH:17]([CH3:19])[CH3:18])[CH2:13][NH:12][CH2:11][C@@H:10]2[O:26][CH:27]([C:38]2[CH:39]=[CH:40][C:41]3[O:46][CH2:45][CH2:44][N:43]([CH2:47][CH2:48][CH2:49][O:50][CH3:51])[C:42]=3[CH:52]=2)[S:28]([C:31]2[CH:36]=[CH:35][C:34]([CH3:37])=[CH:33][CH:32]=2)(=[O:30])=[O:29])=[CH:5][CH:4]=1. Given the reactants Cl[CH2:2][C:3]1[CH:8]=[CH:7][C:6]([C@H:9]2[C@H:14]([O:15][Si:16]([CH:23]([CH3:25])[CH3:24])([CH:20]([CH3:22])[CH3:21])[CH:17]([CH3:19])[CH3:18])[CH2:13][NH:12][CH2:11][C@@H:10]2[O:26][CH:27]([C:38]2[CH:39]=[CH:40][C:41]3[O:46][CH2:45][CH2:44][N:43]([CH2:47][CH2:48][CH2:49][O:50][CH3:51])[C:42]=3[CH:52]=2)[S:28]([C:31]2[CH:36]=[CH:35][C:34]([CH3:37])=[CH:33][CH:32]=2)(=[O:30])=[O:29])=[CH:5][CH:4]=1.[CH3:53][O:54][CH2:55][C@H:56]([CH3:59])[CH2:57][OH:58], predict the reaction product. (4) Given the reactants C(N(CC)C(C)C)(C)C.C(O[C:13]([C@H:15]1[C@@H:20]([NH:21][CH2:22][C:23]2[CH:28]=[CH:27][C:26]([F:29])=[CH:25][CH:24]=2)[C@H:19]2[CH2:30][C@@H:16]1[CH2:17][CH2:18]2)=[O:14])C.[I:31][C:32]1[CH:47]=[CH:46][C:35]2[NH:36][C:37]([CH2:42][C:43](O)=[O:44])=[N:38][S:39](=[O:41])(=[O:40])[C:34]=2[CH:33]=1.[O-]CC.[Na+].C(O)C, predict the reaction product. The product is: [F:29][C:26]1[CH:25]=[CH:24][C:23]([CH2:22][N:21]2[C:43](=[O:44])[C:42]([C:37]3[NH:36][C:35]4[CH:46]=[CH:47][C:32]([I:31])=[CH:33][C:34]=4[S:39](=[O:41])(=[O:40])[N:38]=3)=[C:13]([OH:14])[C@H:15]3[C@@H:20]2[C@H:19]2[CH2:30][C@@H:16]3[CH2:17][CH2:18]2)=[CH:28][CH:27]=1.